This data is from Forward reaction prediction with 1.9M reactions from USPTO patents (1976-2016). The task is: Predict the product of the given reaction. (1) Given the reactants CCCC[N+](CCCC)(CCCC)CCCC.[F-].[F:19][C:20]1[CH:25]=[CH:24][C:23]([C:26]([N:28]2[CH2:33][CH2:32][CH2:31][C@H:30]([C:34]3[O:35][CH:36]=[C:37]([C:39]4[N:40](S(C5C=CC(C)=CC=5)(=O)=O)[CH:41]=[C:42]([F:44])[CH:43]=4)[N:38]=3)[CH2:29]2)=[O:27])=[CH:22][CH:21]=1, predict the reaction product. The product is: [F:19][C:20]1[CH:25]=[CH:24][C:23]([C:26]([N:28]2[CH2:33][CH2:32][CH2:31][C@H:30]([C:34]3[O:35][CH:36]=[C:37]([C:39]4[NH:40][CH:41]=[C:42]([F:44])[CH:43]=4)[N:38]=3)[CH2:29]2)=[O:27])=[CH:22][CH:21]=1. (2) Given the reactants [C:1]([Si:5]([O:8][CH2:9][C:10]1[CH:15]=[CH:14][CH:13]=[C:12]([C:16]#[CH:17])[C:11]=1[F:18])([CH3:7])[CH3:6])([CH3:4])([CH3:3])[CH3:2].C([Li])CCC.CCCCCC.Cl[C:31]([O:33][CH2:34][C:35]1[CH:40]=[CH:39][CH:38]=[CH:37][CH:36]=1)=[O:32].[Cl-].[NH4+], predict the reaction product. The product is: [Si:5]([O:8][CH2:9][C:10]1[C:11]([F:18])=[C:12]([C:16]#[C:17][C:31]([O:33][CH2:34][C:35]2[CH:40]=[CH:39][CH:38]=[CH:37][CH:36]=2)=[O:32])[CH:13]=[CH:14][CH:15]=1)([C:1]([CH3:4])([CH3:3])[CH3:2])([CH3:7])[CH3:6]. (3) Given the reactants [CH3:1][C:2]1[CH:7]=[C:6]([N+:8]([O-:10])=[O:9])[CH:5]=[CH:4][C:3]=1[OH:11].C(=O)([O-])[O-].[Cs+].[Cs+].[I-].[K+].Cl[CH2:21][CH2:22][N:23]1[CH2:27][CH2:26][CH2:25][CH2:24]1, predict the reaction product. The product is: [CH3:1][C:2]1[CH:7]=[C:6]([N+:8]([O-:10])=[O:9])[CH:5]=[CH:4][C:3]=1[O:11][CH2:21][CH2:22][N:23]1[CH2:27][CH2:26][CH2:25][CH2:24]1. (4) The product is: [CH:13]([C:15]1[CH:22]=[CH:21][C:18]([S:9][C:7](=[S:8])[N:6]([CH2:10][CH3:11])[CH2:4][CH3:5])=[CH:17][CH:16]=1)=[CH2:14]. Given the reactants O.O.O.[CH2:4]([N:6]([CH2:10][CH3:11])[C:7](=[S:9])[S-:8])[CH3:5].[Na+].[CH:13]([C:15]1[CH:22]=[CH:21][C:18](CCl)=[CH:17][CH:16]=1)=[CH2:14].O, predict the reaction product. (5) The product is: [CH3:28][N:29]([CH3:41])[C:30]([N:32]1[CH2:36][CH:27]2[CH2:22][C:24](=[CH2:23])[CH2:25][CH:26]2[CH2:33]1)=[O:31]. Given the reactants CC(C)([O-])C.[K+].[I-].C[P+]([C:22]1[CH:27]=[CH:26][CH:25]=[CH:24][CH:23]=1)([C:22]1[CH:27]=[CH:26][CH:25]=[CH:24][CH:23]=1)[C:22]1[CH:27]=[CH:26][CH:25]=[CH:24][CH:23]=1.[CH3:28][N:29]([CH3:41])[C:30]([N:32]1[CH2:36]C2CC(=O)CC2[CH2:33]1)=[O:31], predict the reaction product. (6) Given the reactants Br[C:2]1[N:3]([C:13]2[N:14]=[CH:15][N:16]=[C:17]([NH2:20])[C:18]=2[N:19]=1)[C@@H:4]1[O:12][C@H:9]([CH2:10][OH:11])[C@@H:7]([OH:8])[C@H:5]1[OH:6].Cl.[Br:22][C:23]1[CH:30]=[CH:29][C:26]([CH2:27][NH2:28])=[CH:25][CH:24]=1.C(N(CC)CC)C, predict the reaction product. The product is: [Br:22][C:23]1[CH:30]=[CH:29][C:26]([CH2:27][NH:28][C:2]2[N:3]([C:13]3[N:14]=[CH:15][N:16]=[C:17]([NH2:20])[C:18]=3[N:19]=2)[C@@H:4]2[O:12][C@H:9]([CH2:10][OH:11])[C@@H:7]([OH:8])[C@H:5]2[OH:6])=[CH:25][CH:24]=1.